This data is from Forward reaction prediction with 1.9M reactions from USPTO patents (1976-2016). The task is: Predict the product of the given reaction. (1) Given the reactants [OH:1][CH2:2][C@H:3]1[CH2:6][CH2:5][N:4]1[C:7]([O:9][C:10]([CH3:13])([CH3:12])[CH3:11])=[O:8].[C:14]1([CH3:24])[CH:19]=[CH:18][C:17]([S:20](Cl)(=[O:22])=[O:21])=[CH:16][CH:15]=1.O, predict the reaction product. The product is: [S:20]([O:1][CH2:2][C@H:3]1[CH2:6][CH2:5][N:4]1[C:7]([O:9][C:10]([CH3:13])([CH3:12])[CH3:11])=[O:8])([C:17]1[CH:18]=[CH:19][C:14]([CH3:24])=[CH:15][CH:16]=1)(=[O:22])=[O:21]. (2) Given the reactants [C:1]1([NH:7][CH2:8][CH2:9][CH2:10][OH:11])[CH:6]=[CH:5][CH:4]=[CH:3][CH:2]=1.Br[CH2:13][CH2:14][CH2:15][C:16]([O:18][CH2:19][CH3:20])=[O:17], predict the reaction product. The product is: [OH:11][CH2:10][CH2:9][CH2:8][N:7]([C:1]1[CH:6]=[CH:5][CH:4]=[CH:3][CH:2]=1)[CH2:13][CH2:14][CH2:15][C:16]([O:18][CH2:19][CH3:20])=[O:17]. (3) The product is: [C:24]([NH:1][C:2]1[CH:11]=[C:10]2[C:5]([CH2:6][CH2:7][CH2:8][CH:9]2[CH2:12][C:13]([O:15][CH2:16][CH3:17])=[O:14])=[CH:4][CH:3]=1)(=[O:26])[CH3:25]. Given the reactants [NH2:1][C:2]1[CH:11]=[C:10]2[C:5]([CH2:6][CH2:7][CH2:8][CH:9]2[CH2:12][C:13]([O:15][CH2:16][CH3:17])=[O:14])=[CH:4][CH:3]=1.N1C=CC=CC=1.[C:24](OC(=O)C)(=[O:26])[CH3:25], predict the reaction product. (4) Given the reactants C[N:2]([CH3:15])/[CH:3]=[CH:4]/[C:5]1[CH:12]=[C:11]([C:13]#[N:14])[CH:10]=[CH:9][C:6]=1[C:7]#[N:8].[CH3:16][O:17][C:18]1[CH:25]=[C:24]([O:26][CH3:27])[CH:23]=[CH:22][C:19]=1CN.CN1C(=O)N(C)CCC1, predict the reaction product. The product is: [CH3:16][O:17][C:18]1[CH:25]=[C:24]([O:26][CH3:27])[CH:23]=[CH:22][C:19]=1[CH2:15][N:2]1[CH:3]=[CH:4][C:5]2[C:6](=[CH:9][CH:10]=[C:11]([C:13]#[N:14])[CH:12]=2)[C:7]1=[NH:8]. (5) Given the reactants [CH2:1]([O:8][C:9]1[CH:10]=[C:11]2[C:16](=[CH:17][CH:18]=1)[CH2:15][NH:14][CH2:13][CH2:12]2)[C:2]1[CH:7]=[CH:6][CH:5]=[CH:4][CH:3]=1.Cl[CH:20]1[CH2:25][N:24]([CH:26]2[CH2:29][CH2:28][CH2:27]2)[CH2:23][CH2:22][NH:21]1.[C:30](N)(=[O:32])[CH3:31].C([O-])([O-])=O.[K+].[K+].[Na+].[I-], predict the reaction product. The product is: [CH2:1]([O:8][C:9]1[CH:10]=[C:11]2[C:16](=[CH:17][CH:18]=1)[CH2:15][N:14]([CH2:31][C:30]([N:21]1[CH2:22][CH2:23][N:24]([CH:26]3[CH2:29][CH2:28][CH2:27]3)[CH2:25][CH2:20]1)=[O:32])[CH2:13][CH2:12]2)[C:2]1[CH:3]=[CH:4][CH:5]=[CH:6][CH:7]=1. (6) Given the reactants [CH3:1][C:2]1[C:3]2[CH:14]=[CH:13][CH:12]=[CH:11][C:4]=2[S:5][C:6]=1[C:7](OC)=[O:8].[H-].[Al+3].[Li+].[H-].[H-].[H-].O.O.O.O.O.O.O.O.O.O.S([O-])([O-])(=O)=O.[Na+].[Na+], predict the reaction product. The product is: [CH3:1][C:2]1[C:3]2[CH:14]=[CH:13][CH:12]=[CH:11][C:4]=2[S:5][C:6]=1[CH2:7][OH:8]. (7) Given the reactants [CH2:1]([NH:4][C:5]1[N:6]=[C:7]([NH:15][CH2:16][CH:17]=[CH2:18])[C:8]2[S:13][CH:12]=[C:11](Br)[C:9]=2[N:10]=1)[CH:2]=[CH2:3].[CH2:19]([NH2:22])[CH:20]=[CH2:21].C(=O)([O-])[O-].[K+].[K+], predict the reaction product. The product is: [CH2:1]([NH:4][C:5]1[N:6]=[C:7]([NH:15][CH2:16][CH:17]=[CH2:18])[C:8]2[S:13][CH:12]=[C:11]([NH:22][CH2:19][CH:20]=[CH2:21])[C:9]=2[N:10]=1)[CH:2]=[CH2:3]. (8) Given the reactants [N:1]1[CH:6]=[CH:5][C:4]([CH:7]2[CH2:11][CH2:10][N:9]([C:12]([C:14]3([C:17]4[CH:22]=[CH:21][C:20]([OH:23])=[CH:19][CH:18]=4)[CH2:16][CH2:15]3)=[O:13])[CH2:8]2)=[CH:3][CH:2]=1.[CH2:24](Br)[C:25]1[CH:30]=[CH:29][CH:28]=[CH:27][CH:26]=1.C(=O)([O-])[O-].[K+].[K+].CN(C)C=O, predict the reaction product. The product is: [CH2:24]([O:23][C:20]1[CH:19]=[CH:18][C:17]([C:14]2([C:12]([N:9]3[CH2:10][CH2:11][CH:7]([C:4]4[CH:3]=[CH:2][N:1]=[CH:6][CH:5]=4)[CH2:8]3)=[O:13])[CH2:16][CH2:15]2)=[CH:22][CH:21]=1)[C:25]1[CH:30]=[CH:29][CH:28]=[CH:27][CH:26]=1. (9) Given the reactants S(Cl)(Cl)(=O)=O.O=[C:7]([CH2:14][C:15]([O:17][CH2:18][CH3:19])=[O:16])[CH2:8][C:9]([O:11][CH2:12][CH3:13])=[O:10].[C:20](=[S:23])([NH2:22])[CH3:21], predict the reaction product. The product is: [CH2:12]([O:11][C:9](=[O:10])[CH2:8][C:7]1[N:22]=[C:20]([CH3:21])[S:23][C:14]=1[C:15]([O:17][CH2:18][CH3:19])=[O:16])[CH3:13].